Dataset: Full USPTO retrosynthesis dataset with 1.9M reactions from patents (1976-2016). Task: Predict the reactants needed to synthesize the given product. (1) Given the product [CH:7]([C:10]1[C:18]2[C:13](=[CH:14][CH:15]=[C:16]([O:19][C:20]3[C:25]([C:26]([F:27])([F:29])[F:28])=[CH:24][C:23]([CH2:30][C:31]4[NH:32][N:5]=[N:4][N:3]=4)=[CH:22][C:21]=3[C:33]([F:36])([F:34])[F:35])[CH:17]=2)[NH:12][CH:11]=1)([CH3:9])[CH3:8], predict the reactants needed to synthesize it. The reactants are: [Cl-].[NH4+].[N-:3]=[N+:4]=[N-:5].[Na+].[CH:7]([C:10]1[C:18]2[C:13](=[CH:14][CH:15]=[C:16]([O:19][C:20]3[C:25]([C:26]([F:29])([F:28])[F:27])=[CH:24][C:23]([CH2:30][C:31]#[N:32])=[CH:22][C:21]=3[C:33]([F:36])([F:35])[F:34])[CH:17]=2)[NH:12][CH:11]=1)([CH3:9])[CH3:8]. (2) Given the product [Cl:1][C:2]1[N:7]=[C:6]([NH:10][C:11]2[CH:16]=[CH:15][C:14]([C:17]#[N:18])=[CH:13][N:12]=2)[CH:5]=[C:4]([CH3:9])[N:3]=1, predict the reactants needed to synthesize it. The reactants are: [Cl:1][C:2]1[N:7]=[C:6](Cl)[CH:5]=[C:4]([CH3:9])[N:3]=1.[NH2:10][C:11]1[CH:16]=[CH:15][C:14]([C:17]#[N:18])=[CH:13][N:12]=1.C(=O)([O-])[O-].[Cs+].[Cs+].CC1(C)C2C=CC=C(P(C3C=CC=CC=3)C3C=CC=CC=3)C=2OC2C1=CC=CC=2P(C1C=CC=CC=1)C1C=CC=CC=1. (3) Given the product [C:6]([N:8]1[CH2:13][CH2:12][CH:11]([O:14][C:15]2[CH:20]=[CH:19][C:18]([C:21]#[N:22])=[CH:17][CH:16]=2)[CH2:10][CH2:9]1)(=[O:5])[CH3:24], predict the reactants needed to synthesize it. The reactants are: C([O:5][C:6]([N:8]1[CH2:13][CH2:12][CH:11]([O:14][C:15]2[CH:20]=[CH:19][C:18]([C:21]#[N:22])=[CH:17][CH:16]=2)[CH2:10][CH2:9]1)=O)(C)(C)C.N1CCC(OC2C=CC(C#N)=CC=2)C[CH2:24]1. (4) Given the product [CH2:18]([O:25][NH:26][C:2]1[C:7]([C:8]([O:10][CH2:11][CH3:12])=[O:9])=[C:6]([C:13]([O:15][CH2:16][CH3:17])=[O:14])[CH:5]=[CH:4][N:3]=1)[C:19]1[CH:24]=[CH:23][CH:22]=[CH:21][CH:20]=1, predict the reactants needed to synthesize it. The reactants are: Cl[C:2]1[C:7]([C:8]([O:10][CH2:11][CH3:12])=[O:9])=[C:6]([C:13]([O:15][CH2:16][CH3:17])=[O:14])[CH:5]=[CH:4][N:3]=1.[CH2:18]([O:25][NH2:26])[C:19]1[CH:24]=[CH:23][CH:22]=[CH:21][CH:20]=1. (5) Given the product [C:19]([C:17]1[CH:16]=[CH:15][C:14]([CH3:21])=[C:13]2[C:18]=1[C:10]1[CH2:9][CH2:8][O:7][C:6]([CH2:22][CH2:23][CH3:24])([CH2:5][C:4]([OH:25])=[O:3])[C:11]=1[NH:12]2)#[N:20], predict the reactants needed to synthesize it. The reactants are: C([O:3][C:4](=[O:25])[CH2:5][C:6]1([CH2:22][CH2:23][CH3:24])[C:11]2[NH:12][C:13]3[C:18]([C:10]=2[CH2:9][CH2:8][O:7]1)=[C:17]([C:19]#[N:20])[CH:16]=[CH:15][C:14]=3[CH3:21])C.[OH-].[Na+]. (6) Given the product [OH:1][C:2]1([C@@H:8]([C:12]2[CH:17]=[CH:16][C:15]([O:18][CH3:19])=[CH:14][CH:13]=2)[C:9]([N:38]([CH3:40])[CH3:39])=[O:10])[CH2:7][CH2:6][CH2:5][CH2:4][CH2:3]1, predict the reactants needed to synthesize it. The reactants are: [OH:1][C:2]1([C@@H:8]([C:12]2[CH:17]=[CH:16][C:15]([O:18][CH3:19])=[CH:14][CH:13]=2)[C:9](O)=[O:10])[CH2:7][CH2:6][CH2:5][CH2:4][CH2:3]1.F[P-](F)(F)(F)(F)F.N1(O[P+](N(C)C)(N(C)C)[N:38]([CH3:40])[CH3:39])C2C=CC=CC=2N=N1.CNC. (7) The reactants are: O[C:2]1[CH:9]=[CH:8][C:5]([CH:6]=[O:7])=[CH:4][CH:3]=1.C(=O)([O-])[O-].[Cs+].[Cs+].CS([O:20][CH:21]1[CH2:24][N:23]([C:25]([C:27]2[O:28][C:29]([C:32]3[CH:37]=[CH:36][C:35]([O:38][CH3:39])=[CH:34][CH:33]=3)=[N:30][N:31]=2)=[O:26])[CH2:22]1)(=O)=O. Given the product [CH3:39][O:38][C:35]1[CH:36]=[CH:37][C:32]([C:29]2[O:28][C:27]([C:25]([N:23]3[CH2:24][CH:21]([O:20][C:2]4[CH:9]=[CH:8][C:5]([CH:6]=[O:7])=[CH:4][CH:3]=4)[CH2:22]3)=[O:26])=[N:31][N:30]=2)=[CH:33][CH:34]=1, predict the reactants needed to synthesize it.